The task is: Predict the reaction yield, written as a fraction of the theoretical maximum amount of product (1.0 means a 100% yield; for example, 0.34 means a 34% yield).. This data is from Reaction yield outcomes from USPTO patents with 853,638 reactions. (1) The reactants are [CH2:1]([N:3]1[C:12]2[C:7](=[CH:8][C:9]([N+:13]([O-:15])=[O:14])=[CH:10][CH:11]=2)[C:6](=[O:16])[NH:5][C:4]1=[O:17])[CH3:2].[H-].[Na+].Br[CH2:21][CH:22]([O:24][CH3:25])C.O.[CH3:27]N(C=O)C. No catalyst specified. The product is [CH2:1]([N:3]1[C:12]2[C:7](=[CH:8][C:9]([N+:13]([O-:15])=[O:14])=[CH:10][CH:11]=2)[C:6](=[O:16])[N:5]([CH2:27][CH2:21][CH2:22][O:24][CH3:25])[C:4]1=[O:17])[CH3:2]. The yield is 0.554. (2) The reactants are C([O:3][C:4](=[O:29])[CH:5]([C:10]1[CH:11]=[C:12]([C:21]2[CH:26]=[CH:25][C:24]([O:27][CH3:28])=[CH:23][CH:22]=2)[C:13]([O:16][CH2:17][CH:18]2[CH2:20][CH2:19]2)=[CH:14][CH:15]=1)[CH2:6][CH:7]([CH3:9])[CH3:8])C.O.[OH-].[Li+]. The catalyst is CO.C1COCC1.O. The product is [CH:18]1([CH2:17][O:16][C:13]2[C:12]([C:21]3[CH:26]=[CH:25][C:24]([O:27][CH3:28])=[CH:23][CH:22]=3)=[CH:11][C:10]([CH:5]([CH2:6][CH:7]([CH3:9])[CH3:8])[C:4]([OH:29])=[O:3])=[CH:15][CH:14]=2)[CH2:19][CH2:20]1. The yield is 0.710.